From a dataset of Full USPTO retrosynthesis dataset with 1.9M reactions from patents (1976-2016). Predict the reactants needed to synthesize the given product. (1) Given the product [CH2:16]([C:15]([C:12]1[CH:13]=[CH:14][C:9]([O:8][CH2:7][C@@H:5]([OH:6])[CH2:4][OH:3])=[C:10]([CH3:35])[CH:11]=1)([C:20]1[CH:25]=[CH:24][C:23]([C:26]#[C:27][C:28]([CH2:29][CH3:30])([OH:31])[CH2:32][CH3:33])=[C:22]([CH3:34])[CH:21]=1)[CH2:18][CH3:19])[CH3:17], predict the reactants needed to synthesize it. The reactants are: CC1(C)[O:6][C@H:5]([CH2:7][O:8][C:9]2[CH:14]=[CH:13][C:12]([C:15]([C:20]3[CH:25]=[CH:24][C:23]([C:26]#[C:27][C:28]([CH2:32][CH3:33])([OH:31])[CH2:29][CH3:30])=[C:22]([CH3:34])[CH:21]=3)([CH2:18][CH3:19])[CH2:16][CH3:17])=[CH:11][C:10]=2[CH3:35])[CH2:4][O:3]1.C(O)(C(F)(F)F)=O.C([O-])(O)=O.[Na+]. (2) The reactants are: [NH2:1][C:2]([CH3:6])([CH3:5])[CH2:3][OH:4].[C:7]1([N:13]=[C:14]=[S:15])[CH:12]=[CH:11][CH:10]=[CH:9][CH:8]=1. Given the product [OH:4][CH2:3][C:2]([NH:1][C:14]([NH:13][C:7]1[CH:12]=[CH:11][CH:10]=[CH:9][CH:8]=1)=[S:15])([CH3:6])[CH3:5], predict the reactants needed to synthesize it. (3) The reactants are: C(O[C:6]([N:8]1[CH2:13][CH2:12][N:11]([CH2:14][CH2:15][N:16]2[CH2:20][CH2:19][CH2:18][CH2:17]2)[C:10](=[O:21])[CH2:9]1)=[O:7])(C)(C)C.[Cl:22][C:23]1[CH:24]=[C:25]([CH:31]=[CH:32][C:33]=1[Cl:34])[CH:26]=[CH:27]C(O)=O. Given the product [Cl:22][C:23]1[CH:24]=[C:25](/[CH:26]=[CH:27]/[C:6]([N:8]2[CH2:13][CH2:12][N:11]([CH2:14][CH2:15][N:16]3[CH2:17][CH2:18][CH2:19][CH2:20]3)[C:10](=[O:21])[CH2:9]2)=[O:7])[CH:31]=[CH:32][C:33]=1[Cl:34], predict the reactants needed to synthesize it. (4) The reactants are: [CH3:1][O:2][CH:3]([O:22][CH3:23])[CH2:4][NH:5][C:6](=[O:21])[C@H:7]([NH:11][S:12]([C:15]1[CH:20]=[CH:19][CH:18]=[CH:17][CH:16]=1)(=[O:14])=[O:13])[CH2:8][C:9]#[CH:10].[F:24][C:25]([F:44])([F:43])C1C=C(S(N[C@H](CC#C)C(O)=O)(=O)=O)C=CC=1. Given the product [CH3:23][O:22][CH:3]([O:2][CH3:1])[CH2:4][NH:5][C:6](=[O:21])[C@H:7]([NH:11][S:12]([C:15]1[CH:16]=[CH:17][CH:18]=[C:19]([C:25]([F:44])([F:43])[F:24])[CH:20]=1)(=[O:14])=[O:13])[CH2:8][C:9]#[CH:10], predict the reactants needed to synthesize it. (5) Given the product [CH3:1][O:2][C:3]([NH:5][CH:6]([C:56]1[CH:61]=[CH:60][CH:59]=[CH:58][CH:57]=1)[C:105]([N:101]1[CH2:102][CH2:103][CH2:104][CH:100]1[C:98]1[NH:97][C:96]2[C:112]3[C:92]([CH2:93][CH2:94][C:95]=2[N:99]=1)=[CH:91][C:115]1[C:86]2[C:87]([CH2:89][O:90][C:114]=1[CH:113]=3)=[CH:88][C:83]([C:80]1[NH:79][C:78]([CH:74]3[CH2:75][CH2:76][CH2:77][N:73]3[C:71](=[O:72])[CH:67]([NH:66][C:64](=[O:65])[OH:63])[CH:68]([CH3:69])[CH3:70])=[N:82][CH:81]=1)=[CH:84][CH:85]=2)=[O:106])=[O:4], predict the reactants needed to synthesize it. The reactants are: [CH3:1][O:2][C:3]([NH:5][C@H:6]([C:56]1[CH:61]=[CH:60][CH:59]=[CH:58][CH:57]=1)C(N1CCC[C@H]1C1NC2C=CC3C(=CC=C4C5C=CC(C6NC([C@H]7CCCN7C(=O)[C@@H](NC(=O)OC)C(C)C)=NC=6)=CC=5COC4=3)C=2N=1)=O)=[O:4].C[O:63][C:64]([NH:66][C@H:67]([C:71]([N:73]1[CH2:77][CH2:76][CH2:75][C@@H:74]1[C:78]1[NH:79][C:80]([C:83]2[CH:84]=[CH:85][C:86]3[C:115]4[C:91](=[C:92]5[C:112](=[CH:113][CH:114]=4)[C:96]4[N:97]=[C:98]([C@@H:100]6[CH2:104][CH2:103][CH2:102][N:101]6[C:105](OC(C)(C)C)=[O:106])[NH:99][C:95]=4[CH:94]=[CH:93]5)[O:90][CH2:89][C:87]=3[CH:88]=2)=[CH:81][N:82]=1)=[O:72])[CH:68]([CH3:70])[CH3:69])=[O:65].